The task is: Regression. Given a peptide amino acid sequence and an MHC pseudo amino acid sequence, predict their binding affinity value. This is MHC class II binding data.. This data is from Peptide-MHC class II binding affinity with 134,281 pairs from IEDB. The peptide sequence is GELQIVHKIDAAFKI. The MHC is DRB3_0101 with pseudo-sequence DRB3_0101. The binding affinity (normalized) is 0.721.